This data is from Reaction yield outcomes from USPTO patents with 853,638 reactions. The task is: Predict the reaction yield, written as a fraction of the theoretical maximum amount of product (1.0 means a 100% yield; for example, 0.34 means a 34% yield). (1) The reactants are [Br:1][C:2]1[S:6][N:5]=[C:4]([CH2:7]Br)[CH:3]=1.C(N(CC)CC)C.[NH:16]1[CH2:21][CH2:20][CH2:19][CH2:18][CH2:17]1. The catalyst is C(Cl)Cl. The product is [Br:1][C:2]1[S:6][N:5]=[C:4]([CH2:7][N:16]2[CH2:21][CH2:20][CH2:19][CH2:18][CH2:17]2)[CH:3]=1. The yield is 0.970. (2) The reactants are [CH3:1][N:2]([CH3:15])[S:3]([N:6]1[C:10]2[CH2:11][CH2:12][CH2:13][CH2:14][C:9]=2[N:8]=[CH:7]1)(=[O:5])=[O:4].C([Li])CCC.CN([CH:24]=[O:25])C.[NH4+].[Cl-]. The catalyst is C1COCC1. The product is [CH3:1][N:2]([CH3:15])[S:3]([N:6]1[C:10]2[CH2:11][CH2:12][CH2:13][CH2:14][C:9]=2[N:8]=[C:7]1[CH:24]=[O:25])(=[O:4])=[O:5]. The yield is 0.510. (3) The reactants are [CH3:1][N:2]1[CH:6]=[C:5]([C:7]2[CH:30]=[CH:29][C:10]([NH:11][C:12]3[C:16]4[CH2:17][N:18]([C:21](=[O:23])[CH3:22])[CH2:19][CH2:20][C:15]=4[N:14]([C@H:24]4[CH2:28][CH2:27][O:26][CH2:25]4)[N:13]=3)=[CH:9][CH:8]=2)[CH:4]=[N:3]1.[H-].[Na+].[CH2:33](Br)[C:34]1[CH:39]=[CH:38][CH:37]=[CH:36][CH:35]=1. The catalyst is CN(C=O)C. The product is [CH2:33]([N:11]([C:12]1[C:16]2[CH2:17][N:18]([C:21](=[O:23])[CH3:22])[CH2:19][CH2:20][C:15]=2[N:14]([C@H:24]2[CH2:28][CH2:27][O:26][CH2:25]2)[N:13]=1)[C:10]1[CH:9]=[CH:8][C:7]([C:5]2[CH:4]=[N:3][N:2]([CH3:1])[CH:6]=2)=[CH:30][CH:29]=1)[C:34]1[CH:39]=[CH:38][CH:37]=[CH:36][CH:35]=1. The yield is 0.370. (4) The reactants are [F:1][C:2]([F:15])([CH:8]1[CH2:13][CH2:12][CH:11]([CH3:14])[CH2:10][CH2:9]1)[C:3]([O:5]CC)=[O:4].O1CCCC1.CO.O.[OH-].[Li+]. The catalyst is O. The product is [F:1][C:2]([F:15])([CH:8]1[CH2:13][CH2:12][CH:11]([CH3:14])[CH2:10][CH2:9]1)[C:3]([OH:5])=[O:4]. The yield is 0.640. (5) The reactants are [CH3:1][O:2][C:3](=[O:37])[CH:4]([N:16]1[CH2:21][CH2:20][N:19](S(C2C=CC=CC=2[N+]([O-])=O)(=O)=O)[CH:18]([CH2:34][O:35][CH3:36])[CH2:17]1)[CH2:5][C:6]1[CH:15]=[CH:14][C:13]2[C:8](=[CH:9][CH:10]=[CH:11][CH:12]=2)[CH:7]=1.C(=O)([O-])[O-].[K+].[K+].SC1C=CC(O)=CC=1.Cl. The catalyst is CN(C=O)C. The product is [CH3:1][O:2][C:3](=[O:37])[CH:4]([N:16]1[CH2:21][CH2:20][NH:19][CH:18]([CH2:34][O:35][CH3:36])[CH2:17]1)[CH2:5][C:6]1[CH:15]=[CH:14][C:13]2[C:8](=[CH:9][CH:10]=[CH:11][CH:12]=2)[CH:7]=1. The yield is 0.970. (6) The reactants are [NH2:1][CH2:2][CH2:3][CH2:4][CH2:5][N:6]1[C:12](=[O:13])[CH2:11][C:10](=[O:14])[NH:9][C:8]2[C:15]3[C:20]([CH:21]=[CH:22][C:7]1=2)=[CH:19][CH:18]=[CH:17][CH:16]=3.[Cl:23][C:24]1[C:32]([O:33][CH3:34])=[CH:31][CH:30]=[CH:29][C:25]=1[C:26](Cl)=[O:27].CC1C(C)=CC=CC=1C(NC1C=CC(N2C(=O)CC(=O)NC3C4C(C=CC2=3)=CC=CC=4)=CC=1OC)=O. No catalyst specified. The product is [O:14]=[C:10]1[NH:9][C:8]2[C:15]3[C:20]([CH:21]=[CH:22][C:7]=2[N:6]([CH2:5][CH2:4][CH2:3][CH2:2][NH:1][C:26](=[O:27])[C:25]2[CH:29]=[CH:30][CH:31]=[C:32]([O:33][CH3:34])[C:24]=2[Cl:23])[C:12](=[O:13])[CH2:11]1)=[CH:19][CH:18]=[CH:17][CH:16]=3. The yield is 0.560.